This data is from Forward reaction prediction with 1.9M reactions from USPTO patents (1976-2016). The task is: Predict the product of the given reaction. (1) Given the reactants Br[C:2]1[CH:9]=[N:8][CH:7]=[C:6]([Br:10])[C:3]=1[CH:4]=[O:5].[C:11]1(=[O:24])[C:16]2=[CH:17][C:18]3[CH2:19][CH2:20][CH2:21][CH2:22][C:23]=3[N:15]2[CH:14]=[CH:13][NH:12]1.C(=O)([O-])[O-].[Cs+].[Cs+].COC1C2C(=C3C(=CC=2)C(OC)=CC=N3)N=CC=1, predict the reaction product. The product is: [Br:10][C:6]1[CH:7]=[N:8][CH:9]=[C:2]([N:12]2[CH:13]=[CH:14][N:15]3[C:23]4[CH2:22][CH2:21][CH2:20][CH2:19][C:18]=4[CH:17]=[C:16]3[C:11]2=[O:24])[C:3]=1[CH:4]=[O:5]. (2) Given the reactants [F:1][C:2]1[C:3]([CH2:14][N:15]([CH3:23])[C:16](=[O:22])[O:17][C:18]([CH3:21])([CH3:20])[CH3:19])=[CH:4][NH:5][C:6]=1[C:7]1[C:8]([F:13])=[N:9][CH:10]=[CH:11][CH:12]=1.[H-].[Na+].C1OCCOCCOCCOCCOC1.[F:41][CH:42]([F:52])[N:43]1[CH:47]=[C:46]([S:48](Cl)(=[O:50])=[O:49])[CH:45]=[N:44]1, predict the reaction product. The product is: [F:52][CH:42]([F:41])[N:43]1[CH:47]=[C:46]([S:48]([N:5]2[C:6]([C:7]3[C:8]([F:13])=[N:9][CH:10]=[CH:11][CH:12]=3)=[C:2]([F:1])[C:3]([CH2:14][N:15]([CH3:23])[C:16](=[O:22])[O:17][C:18]([CH3:19])([CH3:20])[CH3:21])=[CH:4]2)(=[O:50])=[O:49])[CH:45]=[N:44]1.